This data is from Full USPTO retrosynthesis dataset with 1.9M reactions from patents (1976-2016). The task is: Predict the reactants needed to synthesize the given product. (1) Given the product [CH3:1][O:2][C:3]([C@@H:5]1[CH2:9][C@@H:8]([S:10]([C:13]2[CH:18]=[CH:17][CH:16]=[CH:15][C:14]=2[C:19]([F:20])([F:21])[F:22])(=[O:12])=[O:11])[CH2:7][N:6]1[C:23]1[N:37]([C:35]2[CH:34]=[C:33]([CH3:39])[N:32]=[C:31]([CH3:30])[CH:36]=2)[N:38]=[C:25]([CH3:26])[CH:24]=1)=[O:4], predict the reactants needed to synthesize it. The reactants are: [CH3:1][O:2][C:3]([C@@H:5]1[CH2:9][C@@H:8]([S:10]([C:13]2[CH:18]=[CH:17][CH:16]=[CH:15][C:14]=2[C:19]([F:22])([F:21])[F:20])(=[O:12])=[O:11])[CH2:7][N:6]1[C:23](=S)[CH2:24][C:25](=O)[CH3:26])=[O:4].Cl.[CH3:30][C:31]1[CH:36]=[C:35]([NH:37][NH2:38])[CH:34]=[C:33]([CH3:39])[N:32]=1. (2) Given the product [F:24][C:14]1[CH:15]=[C:16]([N:19]2[CH:23]=[CH:22][CH:21]=[N:20]2)[CH:17]=[CH:18][C:13]=1[N:6]1[CH:7]=[C:8]([O:11][CH3:12])[C:9](=[O:10])[C:4]([C:1]2[N:6]([C:13]3[CH:18]=[CH:17][CH:16]=[CH:15][CH:14]=3)[N:29]=[C:27]([CH3:28])[CH:2]=2)=[N:5]1, predict the reactants needed to synthesize it. The reactants are: [C:1]([C:4]1[C:9](=[O:10])[C:8]([O:11][CH3:12])=[CH:7][N:6]([C:13]2[CH:18]=[CH:17][C:16]([N:19]3[CH:23]=[CH:22][CH:21]=[N:20]3)=[CH:15][C:14]=2[F:24])[N:5]=1)(=O)[CH3:2].CO[C:27](OC)([N:29](C)C)[CH3:28]. (3) Given the product [CH:3]12[O:21][CH:4]1[CH2:5][N:1]([C:6]([O:8][C:9]([CH3:12])([CH3:11])[CH3:10])=[O:7])[CH2:2]2, predict the reactants needed to synthesize it. The reactants are: [N:1]1([C:6]([O:8][C:9]([CH3:12])([CH3:11])[CH3:10])=[O:7])[CH2:5][CH:4]=[CH:3][CH2:2]1.ClC1C=CC=C(C(OO)=[O:21])C=1. (4) Given the product [ClH:1].[O:31]=[C:29]1[NH:28][C:27](=[O:32])[CH:26]([CH2:25][C:24]2[CH:33]=[CH:34][C:21]([O:20][CH2:19][C:17]3[N:16]([CH3:35])[C:15]4[CH:36]=[C:11]([O:10][C:9]5[CH:8]=[CH:7][C:6]([CH2:5][CH2:4][NH:3][C:48]([NH:47][C:44]6[CH:43]=[CH:42][C:41]([C:40]([F:39])([F:50])[F:51])=[CH:46][CH:45]=6)=[O:49])=[CH:38][CH:37]=5)[CH:12]=[CH:13][C:14]=4[N:18]=3)=[CH:22][CH:23]=2)[S:30]1, predict the reactants needed to synthesize it. The reactants are: [ClH:1].Cl.[NH2:3][CH2:4][CH2:5][C:6]1[CH:38]=[CH:37][C:9]([O:10][C:11]2[CH:12]=[CH:13][C:14]3[N:18]=[C:17]([CH2:19][O:20][C:21]4[CH:34]=[CH:33][C:24]([CH2:25][CH:26]5[S:30][C:29](=[O:31])[NH:28][C:27]5=[O:32])=[CH:23][CH:22]=4)[N:16]([CH3:35])[C:15]=3[CH:36]=2)=[CH:8][CH:7]=1.[F:39][C:40]([F:51])([F:50])[C:41]1[CH:46]=[CH:45][C:44]([N:47]=[C:48]=[O:49])=[CH:43][CH:42]=1.C(N(CC)CC)C.Cl. (5) Given the product [Cl:1][C:2]1[CH:3]=[C:4]2[C:8](=[CH:9][CH:10]=1)[NH:7][CH:6]=[C:5]2[CH2:11][N:12]1[C:20]([C:21]2[N:22]([CH3:26])[CH:23]=[CH:24][N:25]=2)=[C:19]2[C:14]([N:15]([CH2:31][CH2:32][CH3:33])[C:16](=[O:29])[N:17]([CH3:28])[C:18]2=[O:27])=[N:13]1, predict the reactants needed to synthesize it. The reactants are: [Cl:1][C:2]1[CH:3]=[C:4]2[C:8](=[CH:9][CH:10]=1)[NH:7][CH:6]=[C:5]2[CH2:11][N:12]1[C:20]([C:21]2[N:22]([CH3:26])[CH:23]=[CH:24][N:25]=2)=[C:19]2[C:14]([NH:15][C:16](=[O:29])[N:17]([CH3:28])[C:18]2=[O:27])=[N:13]1.Br[CH2:31][CH2:32][CH3:33].C(=O)([O-])[O-].[K+].[K+]. (6) Given the product [ClH:4].[NH2:13][C@@H:8]1[CH2:9][CH2:10][CH2:11][CH2:12][C@H:6]([OH:5])[CH2:7]1, predict the reactants needed to synthesize it. The reactants are: C([Cl:4])(=O)C.[OH:5][C@H:6]1[CH2:12][CH2:11][CH2:10][CH2:9][C@@H:8]([NH:13]C(=O)OC(C)(C)C)[CH2:7]1.